This data is from Catalyst prediction with 721,799 reactions and 888 catalyst types from USPTO. The task is: Predict which catalyst facilitates the given reaction. Reactant: [Br:1][CH2:2][C:3]([C:5]1[CH:10]=[CH:9][C:8]([Cl:11])=[CH:7][C:6]=1[Cl:12])=[O:4].[CH:13](OC)(OC)[O:14]C.O.[C:21]1(C)C=CC(S(O)(=O)=O)=CC=1. Product: [Br:1][CH2:2][C:3]([C:5]1[CH:10]=[CH:9][C:8]([Cl:11])=[CH:7][C:6]=1[Cl:12])([O:14][CH3:13])[O:4][CH3:21]. The catalyst class is: 5.